Dataset: Reaction yield outcomes from USPTO patents with 853,638 reactions. Task: Predict the reaction yield, written as a fraction of the theoretical maximum amount of product (1.0 means a 100% yield; for example, 0.34 means a 34% yield). (1) The reactants are [C:1]([O:5][C:6]([N:8]1[CH2:13][CH2:12][CH:11]([NH:14][CH2:15][C:16]2[CH:21]=[CH:20][CH:19]=[CH:18][CH:17]=2)[CH2:10][CH2:9]1)=[O:7])([CH3:4])([CH3:3])[CH3:2].[CH:22]1([CH2:28][C:29](O)=[O:30])[CH2:27][CH2:26][CH2:25][CH2:24][CH2:23]1. No catalyst specified. The product is [C:1]([O:5][C:6]([N:8]1[CH2:13][CH2:12][CH:11]([N:14]([CH2:15][C:16]2[CH:21]=[CH:20][CH:19]=[CH:18][CH:17]=2)[C:29](=[O:30])[CH2:28][CH:22]2[CH2:27][CH2:26][CH2:25][CH2:24][CH2:23]2)[CH2:10][CH2:9]1)=[O:7])([CH3:4])([CH3:2])[CH3:3]. The yield is 0.850. (2) The reactants are [CH3:1][O:2][C:3]1[CH:8]=[CH:7][CH:6]=[C:5]([O:9][CH3:10])[C:4]=1[C:11]1[CH:16]=[CH:15][C:14](/[C:17](/[CH3:21])=[CH:18]/[CH2:19][OH:20])=[CH:13][CH:12]=1.[CH2:22]([O:24][C@@H:25]([CH2:31][C:32]1[CH:37]=[CH:36][C:35](O)=[CH:34][CH:33]=1)[C:26]([O:28][CH2:29][CH3:30])=[O:27])[CH3:23]. No catalyst specified. The product is [CH3:10][O:9][C:5]1[CH:6]=[CH:7][CH:8]=[C:3]([O:2][CH3:1])[C:4]=1[C:11]1[CH:12]=[CH:13][C:14](/[C:17](/[CH3:21])=[CH:18]/[CH2:19][O:20][C:35]2[CH:34]=[CH:33][C:32]([CH2:31][C@H:25]([O:24][CH2:22][CH3:23])[C:26]([O:28][CH2:29][CH3:30])=[O:27])=[CH:37][CH:36]=2)=[CH:15][CH:16]=1. The yield is 0.800.